This data is from Experimentally validated miRNA-target interactions with 360,000+ pairs, plus equal number of negative samples. The task is: Binary Classification. Given a miRNA mature sequence and a target amino acid sequence, predict their likelihood of interaction. (1) The miRNA is hsa-miR-124-3p with sequence UAAGGCACGCGGUGAAUGCCAA. The protein sequence of the target gene is MKTPADTGFAFPDWAYKPESSPGSRQIQLWHFILELLRKEEYQGVIAWQGDYGEFVIKDPDEVARLWGVRKCKPQMNYDKLSRALRYYYNKRILHKTKGKRFTYKFNFNKLVLVNYPFIDVGLAGGAVPQSAPPVPSGGSHFRFPPSTPSEVLSPTEDPRSPPACSSSSSSLFSAVVARRLGRGSVSDCSDGTSELEEPLGEDPRARPPGPPDLGAFRGPPLARLPHDPGVFRVYPRPRGGPEPLSPFPVSPLAGPGSLLPPQLSPALPMTPTHLAYTPSPTLSPMYPSGGGGPSGSGGG.... Result: 1 (interaction). (2) The miRNA is hsa-miR-516b-3p with sequence UGCUUCCUUUCAGAGGGU. The protein sequence of the target gene is MNSMKTEENKSFSAMEDDQRTRPEVSKDTVMKQTHADTPVDHCLSGIRKCSSTFKLKSEVNKHETALEMQNPNLNNKECCFTFTLNGNSRKLDRSVFTAYGKPSESIYSALSANDYFSERIKNQFNKNIIVYEEKTIDGHINLGMPLKCLPSDSHFKITFGQRKSSKEDGHILRQCENPNMECILFHVVAIGRTRKKIVKINELHEKGSKLCIYALKGETIEGALCKDGRFRSDIGEFEWKLKEGHKKIYGKQSMVDEVSGKVLEMDISKKKALQQKDIHKKIKQNESATDEINHQSLIQ.... Result: 0 (no interaction). (3) The miRNA is hsa-miR-8065 with sequence UGUAGGAACAGUUGAAUUUUGGCU. The protein sequence of the target gene is MAPKLLLLLCLFSGLHARSRKVEEDEYEDSSSNQKWVLAPKSQDTDVTLILNKLLREYDKKLRPDIGIKPTVIDVDIYVNSIGPVSSINMEYQIDIFFAQTWTDSRLRFNSTMKILTLNSNMVGLIWIPDTIFRNSKTAEAHWITTPNQLLRIWNDGKILYTLRLTINAECQLQLHNFPMDEHSCPLIFSSYGYPKEEMIYRWRKNSVEAADQKSWRLYQFDFMGLRNTTEIVTTSAGDYVVMTIYFELSRRMGYFTIQTYIPCILTVVLSWVSFWIKKDATPARTALGITTVLTMTTLS.... Result: 0 (no interaction).